The task is: Predict the reactants needed to synthesize the given product.. This data is from Full USPTO retrosynthesis dataset with 1.9M reactions from patents (1976-2016). Given the product [F:7][C:8]1[CH:13]=[CH:12][C:11]([O:14][CH3:15])=[CH:10][C:9]=1[C:16]1[N:17]=[CH:18][C:19]([CH2:20][OH:21])=[CH:24][C:25]=1[O:26][CH:27]1[CH2:32][CH2:31][CH2:30][CH2:29][O:28]1, predict the reactants needed to synthesize it. The reactants are: [H-].[Al+3].[Li+].[H-].[H-].[H-].[F:7][C:8]1[CH:13]=[CH:12][C:11]([O:14][CH3:15])=[CH:10][C:9]=1[C:16]1[C:25]([O:26][CH:27]2[CH2:32][CH2:31][CH2:30][CH2:29][O:28]2)=[CH:24][C:19]([C:20](OC)=[O:21])=[CH:18][N:17]=1.O.O.O.O.O.O.O.O.O.O.S([O-])([O-])(=O)=O.[Na+].[Na+].